Dataset: Reaction yield outcomes from USPTO patents with 853,638 reactions. Task: Predict the reaction yield, written as a fraction of the theoretical maximum amount of product (1.0 means a 100% yield; for example, 0.34 means a 34% yield). (1) The reactants are [NH2:1][C:2]1[N:6]([C:7]2[CH:12]=[CH:11][CH:10]=[C:9]([N+:13]([O-:15])=[O:14])[CH:8]=2)[N:5]=[CH:4][C:3]=1C#N.P(=O)(O)(O)O.[OH-].[NH4+]. No catalyst specified. The product is [NH2:1][C:2]1[N:6]([C:7]2[CH:12]=[CH:11][CH:10]=[C:9]([N+:13]([O-:15])=[O:14])[CH:8]=2)[N:5]=[CH:4][CH:3]=1. The yield is 0.800. (2) The reactants are [CH3:1][C@H:2]1[CH2:7][CH2:6][CH2:5][CH2:4][N:3]1[C:8]1[N:12]2[CH:13]=[C:14]([O:17][C@H:18]3[C:27]4[C:22](=[CH:23][CH:24]=[CH:25][CH:26]=4)[C@@H:21]([NH2:28])[CH2:20][CH2:19]3)[CH:15]=[CH:16][C:11]2=[N:10][N:9]=1.ClC(Cl)(Cl)C[O:32][C:33](=O)[NH:34][C:35]1[N:36]([C:44]2[CH:49]=[CH:48][CH:47]=[C:46]([CH2:50][OH:51])[CH:45]=2)[N:37]=[C:38]([C:40]([CH3:43])([CH3:42])[CH3:41])[CH:39]=1.CCN(C(C)C)C(C)C. The catalyst is O1CCOCC1. The product is [C:40]([C:38]1[CH:39]=[C:35]([NH:34][C:33]([NH:28][C@@H:21]2[C:22]3[C:27](=[CH:26][CH:25]=[CH:24][CH:23]=3)[C@H:18]([O:17][C:14]3[CH:15]=[CH:16][C:11]4[N:12]([C:8]([N:3]5[CH2:4][CH2:5][CH2:6][CH2:7][C@@H:2]5[CH3:1])=[N:9][N:10]=4)[CH:13]=3)[CH2:19][CH2:20]2)=[O:32])[N:36]([C:44]2[CH:49]=[CH:48][CH:47]=[C:46]([CH2:50][OH:51])[CH:45]=2)[N:37]=1)([CH3:43])([CH3:41])[CH3:42]. The yield is 0.660.